This data is from Full USPTO retrosynthesis dataset with 1.9M reactions from patents (1976-2016). The task is: Predict the reactants needed to synthesize the given product. (1) Given the product [CH2:26]([N:33]1[CH2:37][CH2:36][C:35]([NH:38][C:21](=[O:22])[CH2:20][N:3]2[CH2:4][CH2:5][CH2:6][C:7]([C:14]3[CH:19]=[CH:18][CH:17]=[CH:16][CH:15]=3)([C:8]3[CH:13]=[CH:12][CH:11]=[CH:10][CH:9]=3)[C:2]2=[O:1])([CH3:39])[CH2:34]1)[C:27]1[CH:28]=[CH:29][CH:30]=[CH:31][CH:32]=1, predict the reactants needed to synthesize it. The reactants are: [O:1]=[C:2]1[C:7]([C:14]2[CH:19]=[CH:18][CH:17]=[CH:16][CH:15]=2)([C:8]2[CH:13]=[CH:12][CH:11]=[CH:10][CH:9]=2)[CH2:6][CH2:5][CH2:4][N:3]1[CH2:20][C:21](O)=[O:22].Cl.Cl.[CH2:26]([N:33]1[CH2:37][CH2:36][C:35]([CH3:39])([NH2:38])[CH2:34]1)[C:27]1[CH:32]=[CH:31][CH:30]=[CH:29][CH:28]=1. (2) The reactants are: [CH3:1][O:2][C:3]([C:5]1[C:6]2[CH:7]=[N:8][NH:9][C:10]=2[CH:11]=[CH:12][CH:13]=1)=[O:4].[Br:14]N1C(=O)CCC1=O.[OH-].[K+]. Given the product [CH3:1][O:2][C:3]([C:5]1[C:6]2[C:7]([Br:14])=[N:8][NH:9][C:10]=2[CH:11]=[CH:12][CH:13]=1)=[O:4], predict the reactants needed to synthesize it. (3) Given the product [NH2:1][C:2](=[O:106])[CH2:3][NH:4][C:5](=[O:105])[C@@H:6]([NH:13][C:14](=[O:104])[C@@H:15]([N:17]([CH3:103])[C:18]([C@H:20]([CH2:92][C:93]([OH:95])=[O:94])[NH:21][C:22](=[O:91])[C@H:23]([CH2:84][C:85]1[CH:86]=[CH:87][CH:88]=[CH:89][CH:90]=1)[NH:24][C:25](=[O:83])[C@H:26]([CH:80]([CH3:82])[CH3:81])[NH:27][C:28](=[O:79])[C@H:29]([CH3:78])[NH:30][C:31](=[O:77])[C@H:32]([CH2:73][CH:74]([CH3:75])[CH3:76])[NH:33][C:34](=[O:72])[CH2:35][NH:36][C:37](=[O:71])[C@H:38]([CH2:64][C:65]1[CH:70]=[CH:69][CH:68]=[CH:67][CH:66]=1)[N:39]([CH3:63])[C:40](=[O:62])[C@H:41]([CH3:61])[NH:42][C:43](=[O:60])[C@H:44]([CH2:53][C:54]1[CH:59]=[CH:58][CH:57]=[CH:56][CH:55]=1)[NH:45][C:46](=[O:52])[O:47][C:48]([CH3:49])([CH3:50])[CH3:51])=[O:19])[CH3:16])[CH2:7][O:8][C:9]([CH3:10])([CH3:11])[CH3:12], predict the reactants needed to synthesize it. The reactants are: [NH2:1][C:2](=[O:106])[CH2:3][NH:4][C:5](=[O:105])[C@@H:6]([NH:13][C:14](=[O:104])[C@@H:15]([N:17]([CH3:103])[C:18]([C@H:20]([CH2:92][C:93]([O:95]CC1C=CC=CC=1)=[O:94])[NH:21][C:22](=[O:91])[C@H:23]([CH2:84][C:85]1[CH:90]=[CH:89][CH:88]=[CH:87][CH:86]=1)[NH:24][C:25](=[O:83])[C@H:26]([CH:80]([CH3:82])[CH3:81])[NH:27][C:28](=[O:79])[C@H:29]([CH3:78])[NH:30][C:31](=[O:77])[C@H:32]([CH2:73][CH:74]([CH3:76])[CH3:75])[NH:33][C:34](=[O:72])[CH2:35][NH:36][C:37](=[O:71])[C@H:38]([CH2:64][C:65]1[CH:70]=[CH:69][CH:68]=[CH:67][CH:66]=1)[N:39]([CH3:63])[C:40](=[O:62])[C@H:41]([CH3:61])[NH:42][C:43](=[O:60])[C@H:44]([CH2:53][C:54]1[CH:59]=[CH:58][CH:57]=[CH:56][CH:55]=1)[NH:45][C:46](=[O:52])[O:47][C:48]([CH3:51])([CH3:50])[CH3:49])=[O:19])[CH3:16])[CH2:7][O:8][C:9]([CH3:12])([CH3:11])[CH3:10].C(OCC)(=O)C.[H][H]. (4) Given the product [CH2:1]([N:4]1[C:12]2[C:7](=[CH:8][CH:9]=[CH:10][CH:11]=2)[CH:6]=[C:5]1[C:13]([OH:15])=[O:14])[CH:2]=[CH2:3], predict the reactants needed to synthesize it. The reactants are: [CH2:1]([N:4]1[C:12]2[C:7](=[CH:8][CH:9]=[CH:10][CH:11]=2)[CH:6]=[C:5]1[C:13]([O:15]CC)=[O:14])[CH:2]=[CH2:3].[OH-].[K+].O1CCOCC1. (5) Given the product [ClH:1].[ClH:1].[ClH:1].[NH2:8][C@@H:9]([CH:10]([CH3:12])[CH3:11])[C:13]([N:15]1[CH2:20][CH2:19][CH:18]([NH:21][C:22]2[CH:27]=[CH:26][CH:25]=[CH:24][N:23]=2)[CH2:17][CH2:16]1)=[O:14], predict the reactants needed to synthesize it. The reactants are: [ClH:1].C(OC(=O)[NH:8][C@H:9]([C:13]([N:15]1[CH2:20][CH2:19][CH:18]([NH:21][C:22]2[CH:27]=[CH:26][CH:25]=[CH:24][N:23]=2)[CH2:17][CH2:16]1)=[O:14])[CH:10]([CH3:12])[CH3:11])(C)(C)C. (6) The reactants are: [C:1]([O:5][C:6](=[O:19])[NH:7][C:8]1[CH:13]=[CH:12][C:11]([C:14]([F:17])([F:16])[F:15])=[CH:10][C:9]=1[NH2:18])([CH3:4])([CH3:3])[CH3:2].C([O:24][C:25](=O)[CH2:26][C:27]([C:29]1[CH:34]=[CH:33][CH:32]=[C:31]([C:35]2[CH:36]=[N:37][C:38]([CH:42]3[CH2:44][CH2:43]3)=[CH:39][C:40]=2[CH3:41])[CH:30]=1)=[O:28])(C)(C)C. Given the product [C:1]([O:5][C:6](=[O:19])[NH:7][C:8]1[CH:13]=[CH:12][C:11]([C:14]([F:17])([F:16])[F:15])=[CH:10][C:9]=1[NH:18][C:25](=[O:24])[CH2:26][C:27]([C:29]1[CH:34]=[CH:33][CH:32]=[C:31]([C:35]2[CH:36]=[N:37][C:38]([CH:42]3[CH2:43][CH2:44]3)=[CH:39][C:40]=2[CH3:41])[CH:30]=1)=[O:28])([CH3:4])([CH3:2])[CH3:3], predict the reactants needed to synthesize it. (7) Given the product [CH2:35]([N:1]1[CH2:2][CH:3]([O:5][C:6]2[CH:11]=[CH:10][C:9]([S:12][C:13]3[C:14]([C:26]([NH:28][C:29]4[S:33][N:32]=[C:31]([CH3:34])[N:30]=4)=[O:27])=[N:15][C:16]([S:19][C:20]4[N:24]([CH3:25])[CH:23]=[N:22][N:21]=4)=[CH:17][CH:18]=3)=[CH:8][CH:7]=2)[CH2:4]1)[CH3:36], predict the reactants needed to synthesize it. The reactants are: [NH:1]1[CH2:4][CH:3]([O:5][C:6]2[CH:11]=[CH:10][C:9]([S:12][C:13]3[C:14]([C:26]([NH:28][C:29]4[S:33][N:32]=[C:31]([CH3:34])[N:30]=4)=[O:27])=[N:15][C:16]([S:19][C:20]4[N:24]([CH3:25])[CH:23]=[N:22][N:21]=4)=[CH:17][CH:18]=3)=[CH:8][CH:7]=2)[CH2:2]1.[CH:35](=O)[CH3:36].